This data is from Forward reaction prediction with 1.9M reactions from USPTO patents (1976-2016). The task is: Predict the product of the given reaction. (1) Given the reactants [CH3:1][NH2:2].Br[CH2:4][CH2:5][CH2:6][NH:7][C:8]1[CH:17]=[C:16]2[C:11]([CH:12]=[C:13]([C:19]3[CH:24]=[CH:23][CH:22]=[CH:21][C:20]=3[C:25]([F:28])([F:27])[F:26])[NH:14][C:15]2=[O:18])=[CH:10][CH:9]=1, predict the reaction product. The product is: [CH3:1][NH:2][CH2:4][CH2:5][CH2:6][NH:7][C:8]1[CH:17]=[C:16]2[C:11]([CH:12]=[C:13]([C:19]3[CH:24]=[CH:23][CH:22]=[CH:21][C:20]=3[C:25]([F:28])([F:27])[F:26])[NH:14][C:15]2=[O:18])=[CH:10][CH:9]=1. (2) Given the reactants [Si]([O:8][CH:9]([C:22]1[O:23][C:24]([C:27]2[CH:36]=[CH:35][C:30]([C:31]([O:33][CH3:34])=[O:32])=[CH:29][CH:28]=2)=[CH:25][N:26]=1)[CH2:10][CH2:11][CH2:12][CH2:13][CH2:14][CH2:15][C:16]1[CH:21]=[CH:20][CH:19]=[CH:18][CH:17]=1)(C(C)(C)C)(C)C.[Si](OC(C1OC([Sn](CCCC)(CCCC)CCCC)=CN=1)CCCCCCC1C=CC=CC=1)(C(C)(C)C)(C)C.BrC1C=CC(C(OC)=O)=CC=1, predict the reaction product. The product is: [C:16]1([CH2:15][CH2:14][CH2:13][CH2:12][CH2:11][CH2:10][C:9]([C:22]2[O:23][C:24]([C:27]3[CH:36]=[CH:35][C:30]([C:31]([O:33][CH3:34])=[O:32])=[CH:29][CH:28]=3)=[CH:25][N:26]=2)=[O:8])[CH:21]=[CH:20][CH:19]=[CH:18][CH:17]=1. (3) Given the reactants [O:1]1[CH2:6][CH2:5][CH2:4][CH2:3][C:2]1=O.O1CCCC(=O)C1.[C@@H:15]12[O:22][C@@H:19]([CH2:20][CH2:21]1)[CH2:18][NH:17][CH2:16]2.N1CCOCC1.CC1(C)C(C)(C)OB([C:37]2[CH:38]=[N:39][C:40]([NH2:43])=[N:41][CH:42]=2)O1.[CH2:45]([NH:47][C:48]([NH:50]C1C=CC(B2OC(C)(C)C(C)(C)O2)=CC=1)=O)C, predict the reaction product. The product is: [C@@H:19]12[O:22][C@@H:15]([CH2:21][CH2:20]1)[CH2:16][N:17]([C:45]1[C:3]3[CH2:4][CH2:5][CH2:6][O:1][C:2]=3[N:50]=[C:48]([C:37]3[CH:38]=[N:39][C:40]([NH2:43])=[N:41][CH:42]=3)[N:47]=1)[CH2:18]2.